This data is from Forward reaction prediction with 1.9M reactions from USPTO patents (1976-2016). The task is: Predict the product of the given reaction. Given the reactants Br[C:2]1[N:3]=[C:4]([CH:26]([C:40]2[CH:45]=[C:44]([O:46][CH2:47][CH3:48])[CH:43]=[C:42]([O:49][CH:50]([CH3:52])[CH3:51])[C:41]=2[F:53])[NH:27][C:28]2[CH:33]=[CH:32][C:31]([C:34]3[N:38]=[C:37]([CH3:39])[O:36][N:35]=3)=[CH:30][CH:29]=2)[N:5]([C:7]([C:20]2[CH:25]=[CH:24][CH:23]=[CH:22][CH:21]=2)([C:14]2[CH:19]=[CH:18][CH:17]=[CH:16][CH:15]=2)[C:8]2[CH:13]=[CH:12][CH:11]=[CH:10][CH:9]=2)[CH:6]=1.[C:54]([C:57]1[CH:62]=[CH:61][CH:60]=[CH:59][C:58]=1B(O)O)(=[O:56])[CH3:55], predict the reaction product. The product is: [CH2:47]([O:46][C:44]1[CH:43]=[C:42]([O:49][CH:50]([CH3:52])[CH3:51])[C:41]([F:53])=[C:40]([CH:26]([NH:27][C:28]2[CH:29]=[CH:30][C:31]([C:34]3[N:38]=[C:37]([CH3:39])[O:36][N:35]=3)=[CH:32][CH:33]=2)[C:4]2[N:5]([C:7]([C:8]3[CH:9]=[CH:10][CH:11]=[CH:12][CH:13]=3)([C:14]3[CH:15]=[CH:16][CH:17]=[CH:18][CH:19]=3)[C:20]3[CH:21]=[CH:22][CH:23]=[CH:24][CH:25]=3)[CH:6]=[C:2]([C:58]3[CH:59]=[CH:60][CH:61]=[CH:62][C:57]=3[C:54](=[O:56])[CH3:55])[N:3]=2)[CH:45]=1)[CH3:48].